From a dataset of Merck oncology drug combination screen with 23,052 pairs across 39 cell lines. Regression. Given two drug SMILES strings and cell line genomic features, predict the synergy score measuring deviation from expected non-interaction effect. (1) Drug 1: CS(=O)(=O)CCNCc1ccc(-c2ccc3ncnc(Nc4ccc(OCc5cccc(F)c5)c(Cl)c4)c3c2)o1. Drug 2: NC(=O)c1cccc2cn(-c3ccc(C4CCCNC4)cc3)nc12. Cell line: ZR751. Synergy scores: synergy=14.4. (2) Drug 1: CN1C(=O)C=CC2(C)C3CCC4(C)C(NC(=O)OCC(F)(F)F)CCC4C3CCC12. Drug 2: N#Cc1ccc(Cn2cncc2CN2CCN(c3cccc(Cl)c3)C(=O)C2)cc1. Cell line: HT144. Synergy scores: synergy=-5.65. (3) Drug 1: CCC1(O)CC2CN(CCc3c([nH]c4ccccc34)C(C(=O)OC)(c3cc4c(cc3OC)N(C)C3C(O)(C(=O)OC)C(OC(C)=O)C5(CC)C=CCN6CCC43C65)C2)C1. Drug 2: NC1(c2ccc(-c3nc4ccn5c(=O)[nH]nc5c4cc3-c3ccccc3)cc2)CCC1. Cell line: COLO320DM. Synergy scores: synergy=3.21. (4) Synergy scores: synergy=57.4. Drug 2: C=CCn1c(=O)c2cnc(Nc3ccc(N4CCN(C)CC4)cc3)nc2n1-c1cccc(C(C)(C)O)n1. Cell line: OVCAR3. Drug 1: COC12C(COC(N)=O)C3=C(C(=O)C(C)=C(N)C3=O)N1CC1NC12. (5) Drug 1: CN(C)C(=N)N=C(N)N. Drug 2: O=C(CCCCCCC(=O)Nc1ccccc1)NO. Cell line: PA1. Synergy scores: synergy=4.57.